Dataset: Peptide-MHC class II binding affinity with 134,281 pairs from IEDB. Task: Regression. Given a peptide amino acid sequence and an MHC pseudo amino acid sequence, predict their binding affinity value. This is MHC class II binding data. (1) The peptide sequence is DKYRTFVATFGAASNKAFAE. The MHC is DRB1_0405 with pseudo-sequence DRB1_0405. The binding affinity (normalized) is 0.807. (2) The peptide sequence is YDKFLANVSTRLTGK. The MHC is DRB1_0101 with pseudo-sequence DRB1_0101. The binding affinity (normalized) is 0.859.